From a dataset of Reaction yield outcomes from USPTO patents with 853,638 reactions. Predict the reaction yield, written as a fraction of the theoretical maximum amount of product (1.0 means a 100% yield; for example, 0.34 means a 34% yield). (1) The reactants are C[O-].[Na+].C([O:12][CH2:13][C@:14]1([O:48][CH2:47][C@@H:37]([O:38]C(=O)C2C=CC=CC=2)[C@@H:27]([O:28]C(=O)C2C=CC=CC=2)[C@@H:17]1[O:18]C(=O)C1C=CC=CC=1)[O:15][CH3:16])(=O)C1C=CC=CC=1. The catalyst is CO. The product is [CH3:16][O:15][C@@:14]1([O:48][CH2:47][C@@H:37]([OH:38])[C@@H:27]([OH:28])[C@@H:17]1[OH:18])[CH2:13][OH:12]. The yield is 0.810. (2) The reactants are [N+:1]([C:4]1[CH:9]=[CH:8][C:7]([N:10]2[C:19]3[N:20]4[CH:26]=[C:25]([O:27][CH2:28][CH2:29][O:30]C(=O)C)[CH:24]=[CH:23][C:21]4=[N:22][C:18]=3[C:17]3[C:12](=[CH:13][CH:14]=[CH:15][CH:16]=3)[C:11]2=[O:34])=[CH:6][CH:5]=1)([O-:3])=[O:2]. The catalyst is Cl. The product is [OH:30][CH2:29][CH2:28][O:27][C:25]1[CH:24]=[CH:23][C:21]2[N:20]([CH:26]=1)[C:19]1[N:10]([C:7]3[CH:8]=[CH:9][C:4]([N+:1]([O-:3])=[O:2])=[CH:5][CH:6]=3)[C:11](=[O:34])[C:12]3[C:17]([C:18]=1[N:22]=2)=[CH:16][CH:15]=[CH:14][CH:13]=3. The yield is 1.00.